From a dataset of Reaction yield outcomes from USPTO patents with 853,638 reactions. Predict the reaction yield, written as a fraction of the theoretical maximum amount of product (1.0 means a 100% yield; for example, 0.34 means a 34% yield). (1) The reactants are Br[C:2]1[N:23]=[C:5]2[N:6]=[C:7]([CH3:22])[C:8]([C:18]([O:20][CH3:21])=[O:19])=[C:9]([C:10]3[CH:15]=[CH:14][C:13]([Cl:16])=[CH:12][C:11]=3[Cl:17])[N:4]2[N:3]=1.[NH:24]1[CH2:29][CH2:28][S:27][CH2:26][CH2:25]1. The catalyst is O1CCOCC1. The product is [Cl:17][C:11]1[CH:12]=[C:13]([Cl:16])[CH:14]=[CH:15][C:10]=1[C:9]1[N:4]2[N:3]=[C:2]([N:24]3[CH2:29][CH2:28][S:27][CH2:26][CH2:25]3)[N:23]=[C:5]2[N:6]=[C:7]([CH3:22])[C:8]=1[C:18]([O:20][CH3:21])=[O:19]. The yield is 0.900. (2) The reactants are [CH2:1]([C:5]1[N:6]=[C:7]([CH3:27])[NH:8][C:9](=[O:26])[C:10]=1[CH2:11][C:12]1[CH:17]=[CH:16][C:15]([C:18]2[C:19]([C:24]#[N:25])=[CH:20][CH:21]=[CH:22][CH:23]=2)=[CH:14][CH:13]=1)[CH2:2][CH2:3][CH3:4].[H-].[Na+].Br[CH2:31][CH2:32][C:33]1[CH:38]=[CH:37][CH:36]=[C:35]([F:39])[CH:34]=1.[Cl-].O[NH3+:42].[C:43](=[O:46])([O-])[OH:44].[Na+]. The catalyst is C(OCC)(=O)C.CS(C)=O.CN(C)C=O. The product is [CH2:1]([C:5]1[N:6]=[C:7]([CH3:27])[N:8]([CH2:31][CH2:32][C:33]2[CH:38]=[CH:37][CH:36]=[C:35]([F:39])[CH:34]=2)[C:9](=[O:26])[C:10]=1[CH2:11][C:12]1[CH:17]=[CH:16][C:15]([C:18]2[CH:23]=[CH:22][CH:21]=[CH:20][C:19]=2[C:24]2[NH:42][C:43](=[O:46])[O:44][N:25]=2)=[CH:14][CH:13]=1)[CH2:2][CH2:3][CH3:4]. The yield is 0.100. (3) The reactants are [C:1]([C:3]1[CH:8]=[CH:7][C:6](B(O)O)=[CH:5][N:4]=1)#[N:2].I[C:13]1[C:21]2[C:16](=[N:17][CH:18]=[N:19][C:20]=2[NH2:22])[N:15]([CH:23]([CH3:25])[CH3:24])[N:14]=1.C([O-])([O-])=O.[Na+].[Na+]. The catalyst is CCO.COCCOC.C1C=CC([P]([Pd]([P](C2C=CC=CC=2)(C2C=CC=CC=2)C2C=CC=CC=2)([P](C2C=CC=CC=2)(C2C=CC=CC=2)C2C=CC=CC=2)[P](C2C=CC=CC=2)(C2C=CC=CC=2)C2C=CC=CC=2)(C2C=CC=CC=2)C2C=CC=CC=2)=CC=1. The product is [NH2:22][C:20]1[N:19]=[CH:18][N:17]=[C:16]2[N:15]([CH:23]([CH3:25])[CH3:24])[N:14]=[C:13]([C:6]3[CH:7]=[CH:8][C:3]([C:1]#[N:2])=[N:4][CH:5]=3)[C:21]=12. The yield is 0.140. (4) The reactants are [C:1]([CH2:4][N:5]1[C:11](=[O:12])[CH:10]([CH2:13][C:14]([O:16]C)=[O:15])[CH2:9][C:8]2[CH:18]=[CH:19][C:20]([O:22][CH2:23][CH2:24][CH2:25][NH:26][C:27]3[CH:32]=[CH:31][CH:30]=[CH:29][N:28]=3)=[CH:21][C:7]=2[CH2:6]1)([OH:3])=[O:2].N1C=CC=CC=1NCCCOC1C=CC2CC(CC(OCC)=O)C(=O)NCC=2C=1. No catalyst specified. The product is [C:1]([CH2:4][N:5]1[C:11](=[O:12])[CH:10]([CH2:13][C:14]([OH:16])=[O:15])[CH2:9][C:8]2[CH:18]=[CH:19][C:20]([O:22][CH2:23][CH2:24][CH2:25][NH:26][C:27]3[CH:32]=[CH:31][CH:30]=[CH:29][N:28]=3)=[CH:21][C:7]=2[CH2:6]1)([OH:3])=[O:2]. The yield is 0.560. (5) The reactants are [CH3:1][O:2][C:3]([NH:5][C@@H:6]([CH:50]([CH3:52])[CH3:51])[C:7]([N:9]1[CH2:13][CH2:12][CH2:11][C@H:10]1[C:14]1[NH:15][C:16]([C:19]2[CH:24]=[CH:23][C:22]([C:25]3[CH:30]=[CH:29][C:28]([CH2:31][NH:32][C:33]([NH:35]C(C4CCCN4C(OC(C)(C)C)=O)=O)=[O:34])=[CH:27][CH:26]=3)=[CH:21][CH:20]=2)=[CH:17][N:18]=1)=[O:8])=[O:4].Cl.O1CCOCC1.Cl.Cl.COC(=O)N[C@H](C(N1CCC[C@H]1C1NC(C2C=CC(C3C=CC(CNC(NC(C4CCCN4)=O)=O)=CC=3)=CC=2)=CN=1)=O)C(C)C. The catalyst is CO. The product is [CH3:1][O:2][C:3](=[O:4])[NH:5][C@H:6]([C:7]([N:9]1[CH2:13][CH2:12][CH2:11][C@H:10]1[C:14]1[NH:15][C:16]([C:19]2[CH:24]=[CH:23][C:22]([C:25]3[CH:26]=[CH:27][C:28]([CH2:31][NH:32][C:33]([NH2:35])=[O:34])=[CH:29][CH:30]=3)=[CH:21][CH:20]=2)=[CH:17][N:18]=1)=[O:8])[CH:50]([CH3:52])[CH3:51]. The yield is 0.740. (6) The yield is 0.270. The product is [CH3:2][O:3][C:4](=[O:23])[C@H:5]([CH2:7][C:8]1[CH:9]=[CH:10][C:11]([C:14]2[C:15](=[O:22])[N:16]([CH3:21])[CH:17]=[CH:18][C:19]=2[CH3:20])=[CH:12][CH:13]=1)[NH:6][C:27]([C:26]1[C:30]([CH3:34])=[CH:31][CH:32]=[CH:33][C:25]=1[Cl:24])=[O:28]. The catalyst is CN(C=O)C.O. The reactants are Cl.[CH3:2][O:3][C:4](=[O:23])[C@H:5]([CH2:7][C:8]1[CH:13]=[CH:12][C:11]([C:14]2[C:15](=[O:22])[N:16]([CH3:21])[CH:17]=[CH:18][C:19]=2[CH3:20])=[CH:10][CH:9]=1)[NH2:6].[Cl:24][C:25]1[CH:33]=[CH:32][CH:31]=[C:30]([CH3:34])[C:26]=1[C:27](O)=[O:28].CN(C(ON1N=NC2C=CC=CC1=2)=[N+](C)C)C.F[P-](F)(F)(F)(F)F.CCN(C(C)C)C(C)C. (7) The reactants are [C:1]([C@H:5]1[CH2:10][CH2:9][C@H:8]([O:11][C:12]2[C:13]([CH3:31])=[C:14]3[C:19](=[CH:20][CH:21]=2)[CH:18]=[C:17]([CH2:22][N:23]2[CH2:26][CH:25]([C:27]([O:29]C)=[O:28])[CH2:24]2)[CH:16]=[CH:15]3)[CH2:7][CH2:6]1)([CH3:4])([CH3:3])[CH3:2].[OH-].[Na+].Cl. The catalyst is CCO. The product is [C:1]([C@H:5]1[CH2:10][CH2:9][C@H:8]([O:11][C:12]2[C:13]([CH3:31])=[C:14]3[C:19](=[CH:20][CH:21]=2)[CH:18]=[C:17]([CH2:22][N:23]2[CH2:24][CH:25]([C:27]([OH:29])=[O:28])[CH2:26]2)[CH:16]=[CH:15]3)[CH2:7][CH2:6]1)([CH3:4])([CH3:3])[CH3:2]. The yield is 0.520. (8) The reactants are [CH2:1]([N:8]1[C:16]2[C:11](=[CH:12][C:13]([N+:17]([O-])=O)=[CH:14][CH:15]=2)[C:10]([C:20]2[CH:25]=[CH:24][CH:23]=[CH:22][CH:21]=2)=[C:9]1[C:26]([O:28][CH2:29][CH3:30])=[O:27])[C:2]1[CH:7]=[CH:6][CH:5]=[CH:4][CH:3]=1.NN. The catalyst is C(O)C.[Ni]. The product is [NH2:17][C:13]1[CH:12]=[C:11]2[C:16](=[CH:15][CH:14]=1)[N:8]([CH2:1][C:2]1[CH:7]=[CH:6][CH:5]=[CH:4][CH:3]=1)[C:9]([C:26]([O:28][CH2:29][CH3:30])=[O:27])=[C:10]2[C:20]1[CH:21]=[CH:22][CH:23]=[CH:24][CH:25]=1. The yield is 0.900. (9) The reactants are [CH:1]([N:4]1[C:12]2[CH:11]=[C:10]([O:13][CH3:14])[CH:9]=[C:8]([C:15]([OH:17])=[O:16])[C:7]=2[CH:6]=[CH:5]1)([CH3:3])[CH3:2].OS(O)(=O)=O.[CH3:23]O. No catalyst specified. The product is [CH3:23][O:16][C:15]([C:8]1[C:7]2[CH:6]=[CH:5][N:4]([CH:1]([CH3:3])[CH3:2])[C:12]=2[CH:11]=[C:10]([O:13][CH3:14])[CH:9]=1)=[O:17]. The yield is 0.324.